The task is: Predict which catalyst facilitates the given reaction.. This data is from Catalyst prediction with 721,799 reactions and 888 catalyst types from USPTO. (1) Reactant: [CH:1]1([CH2:7][CH2:8][CH2:9][C:10]2([CH3:39])[C:19]3[C:14](=[CH:15][CH:16]=[CH:17][CH:18]=3)[C:13]([OH:20])=[C:12]([C:21]3[NH:26][C:25]4[CH:27]=[CH:28][C:29]([NH:31][S:32]([CH3:35])(=[O:34])=[O:33])=[CH:30][C:24]=4[S:23](=[O:37])(=[O:36])[N:22]=3)[C:11]2=[O:38])[CH2:6][CH2:5][CH2:4][CH2:3][CH2:2]1.[OH-].[Na+:41]. Product: [CH:1]1([CH2:7][CH2:8][CH2:9][C:10]2([CH3:39])[C:19]3[C:14](=[CH:15][CH:16]=[CH:17][CH:18]=3)[C:13]([O-:20])=[C:12]([C:21]3[NH:26][C:25]4[CH:27]=[CH:28][C:29]([NH:31][S:32]([CH3:35])(=[O:34])=[O:33])=[CH:30][C:24]=4[S:23](=[O:36])(=[O:37])[N:22]=3)[C:11]2=[O:38])[CH2:6][CH2:5][CH2:4][CH2:3][CH2:2]1.[Na+:41]. The catalyst class is: 6. (2) Reactant: [NH:1]1[CH2:6][CH2:5][CH:4]([N:7]2[C:11]3[CH:12]=[N:13][C:14]4[CH:15]=[CH:16][CH:17]=[CH:18][C:19]=4[C:10]=3[NH:9][C:8]2=[O:20])[CH2:3][CH2:2]1.Cl[C:22]1[N:27]=[CH:26][N:25]=[C:24]([C:28]([C:30]2[CH:39]=[C:38]([CH3:40])[C:33]3[NH:34][C:35](=[O:37])[O:36][C:32]=3[CH:31]=2)=[O:29])[CH:23]=1.CCN(C(C)C)C(C)C. Product: [CH3:40][C:38]1[C:33]2[NH:34][C:35](=[O:37])[O:36][C:32]=2[CH:31]=[C:30]([C:28]([C:24]2[N:25]=[CH:26][N:27]=[C:22]([N:1]3[CH2:2][CH2:3][CH:4]([N:7]4[C:11]5[CH:12]=[N:13][C:14]6[CH:15]=[CH:16][CH:17]=[CH:18][C:19]=6[C:10]=5[NH:9][C:8]4=[O:20])[CH2:5][CH2:6]3)[CH:23]=2)=[O:29])[CH:39]=1. The catalyst class is: 3. (3) Reactant: [OH-].[Li+].[C:3]([CH2:11][NH:12][CH2:13][C:14]1[CH:15]=[C:16]([C:20]2[CH:25]=[CH:24][C:23]([CH2:26][C@H:27]([NH:32][C:33]([CH3:43])=[CH:34][C:35](=[O:42])[C:36]3[CH:41]=[CH:40][CH:39]=[CH:38][CH:37]=3)[C:28]([O:30]C)=[O:29])=[CH:22][CH:21]=2)[CH:17]=[CH:18][CH:19]=1)(=[O:10])[C:4]1[CH:9]=[CH:8][CH:7]=[CH:6][CH:5]=1.Cl. Product: [C:3]([CH2:11][NH:12][CH2:13][C:14]1[CH:15]=[C:16]([C:20]2[CH:25]=[CH:24][C:23]([CH2:26][C@H:27]([NH:32][C:33]([CH3:43])=[CH:34][C:35](=[O:42])[C:36]3[CH:37]=[CH:38][CH:39]=[CH:40][CH:41]=3)[C:28]([OH:30])=[O:29])=[CH:22][CH:21]=2)[CH:17]=[CH:18][CH:19]=1)(=[O:10])[C:4]1[CH:5]=[CH:6][CH:7]=[CH:8][CH:9]=1. The catalyst class is: 92. (4) Reactant: [Br:1][CH2:2][C:3]([C:5]1[CH:10]=[CH:9][C:8]([O:11][CH2:12][CH2:13][CH2:14][Cl:15])=[C:7]([O:16][CH3:17])[CH:6]=1)=O.[NH2:18][C:19]1[CH:24]=[C:23]([CH3:25])[CH:22]=[CH:21][N:20]=1. Product: [BrH:1].[Cl:15][CH2:14][CH2:13][CH2:12][O:11][C:8]1[CH:9]=[CH:10][C:5]([C:3]2[N:18]=[C:19]3[CH:24]=[C:23]([CH3:25])[CH:22]=[CH:21][N:20]3[CH:2]=2)=[CH:6][C:7]=1[O:16][CH3:17]. The catalyst class is: 8. (5) Reactant: Br[C:2]1[CH:7]=[CH:6][C:5]([C@@H:8]([N:10]([C:18]2[N:23]=[C:22]([N:24]3[C@@H:28]([CH:29]([CH3:31])[CH3:30])[CH2:27][O:26][C:25]3=[O:32])[CH:21]=[CH:20][N:19]=2)[C:11](=[O:17])[O:12][C:13]([CH3:16])([CH3:15])[CH3:14])[CH3:9])=[CH:4][CH:3]=1.[CH3:33][N:34]1[CH:38]=[C:37](B2OC(C)(C)C(C)(C)O2)[CH:36]=[N:35]1.C(=O)(O)[O-].[Na+].N#N. Product: [CH:29]([C@H:28]1[CH2:27][O:26][C:25](=[O:32])[N:24]1[C:22]1[CH:21]=[CH:20][N:19]=[C:18]([N:10]([C@H:8]([C:5]2[CH:6]=[CH:7][C:2]([C:37]3[CH:36]=[N:35][N:34]([CH3:33])[CH:38]=3)=[CH:3][CH:4]=2)[CH3:9])[C:11](=[O:17])[O:12][C:13]([CH3:16])([CH3:15])[CH3:14])[N:23]=1)([CH3:31])[CH3:30]. The catalyst class is: 225.